This data is from Retrosynthesis with 50K atom-mapped reactions and 10 reaction types from USPTO. The task is: Predict the reactants needed to synthesize the given product. The reactants are: CCN.CCOC(=O)c1sc(C)nc1C. Given the product CCNC(=O)c1sc(C)nc1C, predict the reactants needed to synthesize it.